Dataset: Forward reaction prediction with 1.9M reactions from USPTO patents (1976-2016). Task: Predict the product of the given reaction. (1) The product is: [C:1]1([CH2:7][CH2:8][CH2:9][CH2:10][CH2:11][CH2:12][CH2:13][CH2:14][O:15][C:20]2[NH:25][C:24](=[O:26])[C:23]([CH2:27][C:28]3[CH:29]=[N:30][CH:31]=[CH:32][CH:33]=3)=[CH:22][N:21]=2)[CH:6]=[CH:5][CH:4]=[CH:3][CH:2]=1. Given the reactants [C:1]1([CH2:7][CH2:8][CH2:9][CH2:10][CH2:11][CH2:12][CH2:13][CH2:14][OH:15])[CH:6]=[CH:5][CH:4]=[CH:3][CH:2]=1.[N+](N[C:20]1[NH:25][C:24](=[O:26])[C:23]([CH2:27][C:28]2[CH:29]=[N:30][CH:31]=[CH:32][CH:33]=2)=[CH:22][N:21]=1)([O-])=O, predict the reaction product. (2) Given the reactants CN(C)[CH:3]=[CH:4][C:5]([C:7]1[S:11][C:10]([C:12]([OH:14])=[O:13])=[CH:9][CH:8]=1)=O.[C:16]1([CH3:26])[CH:21]=[CH:20][CH:19]=[C:18]([NH:22][C:23]([NH2:25])=[NH:24])[CH:17]=1.[OH-].[Na+], predict the reaction product. The product is: [C:16]1([CH3:26])[CH:21]=[CH:20][CH:19]=[C:18]([NH:22][C:23]2[N:25]=[C:5]([C:7]3[S:11][C:10]([C:12]([OH:14])=[O:13])=[CH:9][CH:8]=3)[CH:4]=[CH:3][N:24]=2)[CH:17]=1.